This data is from Catalyst prediction with 721,799 reactions and 888 catalyst types from USPTO. The task is: Predict which catalyst facilitates the given reaction. Reactant: P([O-])([O-])([O-])=O.[K+].[K+].[K+].[CH:9]1([B-](F)(F)F)[CH2:11][CH2:10]1.[K+].Cl[C:18]1[C:23]2[O:24][CH:25]([CH3:29])[C:26](=[O:28])[NH:27][C:22]=2[CH:21]=[C:20]([CH:30]=[O:31])[CH:19]=1.C1(P(C2CCCCC2)C2C=CC=CC=2C2C(OC(C)C)=CC=CC=2OC(C)C)CCCCC1. Product: [CH:9]1([C:18]2[C:23]3[O:24][CH:25]([CH3:29])[C:26](=[O:28])[NH:27][C:22]=3[CH:21]=[C:20]([CH:30]=[O:31])[CH:19]=2)[CH2:11][CH2:10]1. The catalyst class is: 93.